Predict the reaction yield, written as a fraction of the theoretical maximum amount of product (1.0 means a 100% yield; for example, 0.34 means a 34% yield). From a dataset of Reaction yield outcomes from USPTO patents with 853,638 reactions. (1) The reactants are [CH3:1][C:2]1[C:7]([C:8]2[N:9]([C:17]3[CH:22]=[CH:21][C:20]([S:23](CC[Si](C)(C)C)(=[O:25])=[O:24])=[CH:19][CH:18]=3)[CH:10]=[C:11]([C:13]([F:16])([F:15])[F:14])[N:12]=2)=[CH:6][CH:5]=[CH:4][N:3]=1.[N+:32](CCCC)(CCCC)(CCCC)CCCC.[F-].C([O-])(=O)C.[Na+].NOS(O)(=O)=O. The catalyst is C1COCC1.O.C(OCC)(=O)C. The product is [CH3:1][C:2]1[C:7]([C:8]2[N:9]([C:17]3[CH:22]=[CH:21][C:20]([S:23]([NH2:32])(=[O:25])=[O:24])=[CH:19][CH:18]=3)[CH:10]=[C:11]([C:13]([F:16])([F:15])[F:14])[N:12]=2)=[CH:6][CH:5]=[CH:4][N:3]=1. The yield is 0.840. (2) The reactants are [CH2:1]([O:8][C:9]([NH:11][C@H:12]1[CH2:16][CH2:15][N:14]([C@H:17]2[CH2:22][CH2:21][CH:20]([NH:23][C:24]([CH3:27])([CH3:26])[CH3:25])[CH2:19][C@H:18]2[C:28]([O:30][CH3:31])=[O:29])[C:13]1=[O:32])=[O:10])[C:2]1[CH:7]=[CH:6][CH:5]=[CH:4][CH:3]=1.C=O.[BH-](OC(C)=O)(OC(C)=O)O[C:37](C)=O.[Na+]. The catalyst is C(Cl)Cl. The product is [CH2:1]([O:8][C:9]([NH:11][C@H:12]1[CH2:16][CH2:15][N:14]([C@H:17]2[CH2:22][CH2:21][C@@H:20]([N:23]([C:24]([CH3:27])([CH3:26])[CH3:25])[CH3:37])[CH2:19][C@H:18]2[C:28]([O:30][CH3:31])=[O:29])[C:13]1=[O:32])=[O:10])[C:2]1[CH:7]=[CH:6][CH:5]=[CH:4][CH:3]=1. The yield is 0.700. (3) The reactants are [Cl:1][C:2]1[CH:7]=[CH:6][CH:5]=[CH:4][C:3]=1[CH2:8][C:9]([OH:11])=O.[CH3:12][C:13]1(C)[O:18]C(=O)[CH2:16][C:15](=O)[O:14]1. No catalyst specified. The product is [Cl:1][C:2]1[CH:7]=[CH:6][CH:5]=[CH:4][C:3]=1[CH2:8][C:9](=[O:11])[CH2:12][C:13]([O:14][CH2:15][CH3:16])=[O:18]. The yield is 0.430. (4) The reactants are [I:1][C:2]1[C:3]([CH3:11])=[C:4]([CH:8]=[CH:9][CH:10]=1)[C:5]([OH:7])=[O:6].S(=O)(=O)(O)O.[CH3:17]O. No catalyst specified. The product is [I:1][C:2]1[C:3]([CH3:11])=[C:4]([CH:8]=[CH:9][CH:10]=1)[C:5]([O:7][CH3:17])=[O:6]. The yield is 0.875. (5) The reactants are [Cl:1][C:2]1[CH:24]=[N:23][C:5]2[N:6](COCC[Si](C)(C)C)[C:7]3[CH:12]=[N:11][C:10]([C:13]#[N:14])=[CH:9][C:8]=3[C:4]=2[C:3]=1[N:25]1[CH2:29][CH2:28][C@H:27]([N:30]([CH2:38][CH3:39])C(=O)OC(C)(C)C)[CH2:26]1.Br.[OH-].[Na+].Cl. The catalyst is O1CCOCC1. The product is [Cl:1][C:2]1[CH:24]=[N:23][C:5]2[NH:6][C:7]3[CH:12]=[N:11][C:10]([C:13]#[N:14])=[CH:9][C:8]=3[C:4]=2[C:3]=1[N:25]1[CH2:29][CH2:28][C@H:27]([NH:30][CH2:38][CH3:39])[CH2:26]1. The yield is 0.600. (6) The reactants are [F:1][C:2]([F:35])([CH3:34])[C:3]([NH:5][C@@H:6]([CH3:33])[C@H:7]([O:14][C:15]1[CH:16]=[C:17]2[C:21](=[CH:22][CH:23]=1)[N:20]([C:24]1[CH:25]=[C:26]([CH:30]=[CH:31][CH:32]=1)[C:27]([OH:29])=O)[N:19]=[CH:18]2)[C:8]1[CH:13]=[CH:12][CH:11]=[CH:10][CH:9]=1)=[O:4].CN(C(ON1N=NC2C=CC=CC1=2)=[N+](C)C)C.F[P-](F)(F)(F)(F)F.[NH2:60][CH2:61][CH2:62][OH:63]. The catalyst is C(Cl)Cl.CN1C(=O)CCC1.OS([O-])(=O)=O.[Na+]. The product is [F:35][C:2]([F:1])([CH3:34])[C:3]([NH:5][C@@H:6]([CH3:33])[C@H:7]([O:14][C:15]1[CH:16]=[C:17]2[C:21](=[CH:22][CH:23]=1)[N:20]([C:24]1[CH:25]=[C:26]([CH:30]=[CH:31][CH:32]=1)[C:27]([NH:60][CH2:61][CH2:62][OH:63])=[O:29])[N:19]=[CH:18]2)[C:8]1[CH:13]=[CH:12][CH:11]=[CH:10][CH:9]=1)=[O:4]. The yield is 0.460. (7) The reactants are [Al+3].[Cl-].[Cl-].[Cl-].[Cl:5][C:6]1[CH:13]=[CH:12][C:9]([CH2:10][NH2:11])=[CH:8][CH:7]=1.C([O:16][C:17]([C:19]1[C:28](=[O:29])[C:27]2[C:22](=[CH:23][N:24]=[C:25]([CH2:30][N:31]3[CH2:36][CH2:35][O:34][CH2:33][CH2:32]3)[CH:26]=2)[N:21]([CH3:37])[CH:20]=1)=O)C. The catalyst is C1(C)C=CC=CC=1.C(Cl)Cl. The product is [Cl:5][C:6]1[CH:13]=[CH:12][C:9]([CH2:10][NH:11][C:17]([C:19]2[C:28](=[O:29])[C:27]3[C:22](=[CH:23][N:24]=[C:25]([CH2:30][N:31]4[CH2:36][CH2:35][O:34][CH2:33][CH2:32]4)[CH:26]=3)[N:21]([CH3:37])[CH:20]=2)=[O:16])=[CH:8][CH:7]=1. The yield is 0.670. (8) The reactants are Cl.[Br:2][C:3]1[CH:4]=[C:5]([CH2:10][CH2:11][C:12](=[NH:14])[NH2:13])[CH:6]=[CH:7][C:8]=1[F:9].C(=O)([O-])[O-].[K+].[K+].[CH:21]([CH:23]([CH2:29][C:30]1[CH:31]=[N:32][CH:33]=[N:34][CH:35]=1)[C:24](OCC)=O)=[O:22]. The catalyst is C1(C)C=CC=CC=1.O. The product is [Br:2][C:3]1[CH:4]=[C:5]([CH:6]=[CH:7][C:8]=1[F:9])[CH2:10][CH2:11][C:12]1[NH:13][CH:24]=[C:23]([CH2:29][C:30]2[CH:35]=[N:34][CH:33]=[N:32][CH:31]=2)[C:21](=[O:22])[N:14]=1. The yield is 0.770.